This data is from Full USPTO retrosynthesis dataset with 1.9M reactions from patents (1976-2016). The task is: Predict the reactants needed to synthesize the given product. (1) Given the product [CH3:18][O:3][C:4]1([CH3:17])[CH2:5][CH2:6][N:7]([C:10]([O:12][C:13]([CH3:16])([CH3:15])[CH3:14])=[O:11])[CH2:8][CH2:9]1, predict the reactants needed to synthesize it. The reactants are: [H-].[Na+].[OH:3][C:4]1([CH3:17])[CH2:9][CH2:8][N:7]([C:10]([O:12][C:13]([CH3:16])([CH3:15])[CH3:14])=[O:11])[CH2:6][CH2:5]1.[CH3:18]N(P(N(C)C)(N(C)C)=O)C.CI. (2) The reactants are: [Cl:1][C:2]1[CH:21]=[CH:20][C:5]([O:6][C:7]2[CH:12]=[CH:11][C:10]([N:13]3[C:17](=[O:18])[CH2:16][CH2:15][C:14]3=[O:19])=[CH:9][CH:8]=2)=[CH:4][CH:3]=1.CC(C[AlH]CC(C)C)C.N#N. Given the product [Cl:1][C:2]1[CH:3]=[CH:4][C:5]([O:6][C:7]2[CH:12]=[CH:11][C:10]([N:13]3[CH:17]([OH:18])[CH2:16][CH2:15][C:14]3=[O:19])=[CH:9][CH:8]=2)=[CH:20][CH:21]=1, predict the reactants needed to synthesize it. (3) Given the product [Br:1][C:2]1[CH:3]=[C:4]([C:13]2[N:17]([C:18]3[CH:19]=[N:20][CH:21]=[CH:22][CH:23]=3)[N:16]=[C:15]([C:24]([N:26]3[CH2:30][CH2:29][S:28](=[O:51])[CH2:27]3)=[O:25])[CH:14]=2)[CH:5]=[C:6]([O:8][C:9]([F:10])([F:11])[F:12])[CH:7]=1, predict the reactants needed to synthesize it. The reactants are: [Br:1][C:2]1[CH:3]=[C:4]([C:13]2[N:17]([C:18]3[CH:19]=[N:20][CH:21]=[CH:22][CH:23]=3)[N:16]=[C:15]([C:24]([N:26]3[CH2:30][CH2:29][S:28][CH2:27]3)=[O:25])[CH:14]=2)[CH:5]=[C:6]([O:8][C:9]([F:12])([F:11])[F:10])[CH:7]=1.ClC1C=C(C2N(C3C=NC=CC=3)N=C(C(N3CCS(=O)C3)=[O:51])C=2)C=C(F)C=1.ClC1C=CC=C(C(OO)=O)C=1. (4) Given the product [CH2:27]([O:26][C:24]1[C:23]([O:34][CH3:35])=[CH:22][C:21]([C:36]([N:38]2[CH2:39][CH2:40][N:41]([C:44]3[CH:49]=[CH:48][CH:47]=[CH:46][C:45]=3[O:50][CH3:51])[CH2:42][CH2:43]2)=[O:37])=[C:20]([NH:19][C:12]([C:7]2[CH:8]=[N:9][CH:10]=[CH:11][N:6]=2)=[O:14])[CH:25]=1)[C:28]1[CH:33]=[CH:32][CH:31]=[CH:30][CH:29]=1, predict the reactants needed to synthesize it. The reactants are: CN(C=O)C.[N:6]1[CH:11]=[CH:10][N:9]=[CH:8][C:7]=1[C:12]([OH:14])=O.S(Cl)(Cl)=O.[NH2:19][C:20]1[CH:25]=[C:24]([O:26][CH2:27][C:28]2[CH:33]=[CH:32][CH:31]=[CH:30][CH:29]=2)[C:23]([O:34][CH3:35])=[CH:22][C:21]=1[C:36]([N:38]1[CH2:43][CH2:42][N:41]([C:44]2[CH:49]=[CH:48][CH:47]=[CH:46][C:45]=2[O:50][CH3:51])[CH2:40][CH2:39]1)=[O:37]. (5) Given the product [C:19]([O:22][CH2:2][C:3]1[NH:7][C:6]2[CH:8]=[C:9]([N+:16]([O-:18])=[O:17])[CH:10]=[C:11]([C:12]([O:14][CH3:15])=[O:13])[C:5]=2[N:4]=1)(=[O:21])[CH3:20], predict the reactants needed to synthesize it. The reactants are: Cl[CH2:2][C:3]1[NH:7][C:6]2[CH:8]=[C:9]([N+:16]([O-:18])=[O:17])[CH:10]=[C:11]([C:12]([O:14][CH3:15])=[O:13])[C:5]=2[N:4]=1.[C:19]([O-:22])(=[O:21])[CH3:20].[Na+]. (6) The reactants are: [Cl-].C[Al+]C.[C:5]([C:7]1[N:12]=[CH:11][CH:10]=[CH:9][N:8]=1)#[N:6].[C:13]([C:17]1[CH:24]=[CH:23][C:20]([CH2:21][NH2:22])=[CH:19][CH:18]=1)([CH3:16])([CH3:15])[CH3:14].[CH2:25]([C:27](CC)([C:31]([O-])=[O:32])[C:28]([O-])=[O:29])C.[Na].Cl. Given the product [CH3:15][C:13]([C:17]1[CH:18]=[CH:19][C:20]([CH2:21][N:22]2[C:28](=[O:29])[C:27]([CH3:25])=[C:31]([OH:32])[N:6]=[C:5]2[C:7]2[N:12]=[CH:11][CH:10]=[CH:9][N:8]=2)=[CH:23][CH:24]=1)([CH3:16])[CH3:14], predict the reactants needed to synthesize it. (7) Given the product [CH2:1]([O:8][CH2:9][N:10]1[CH2:16][CH2:15][CH2:14][N:13]([C:17]([O:19][C:20]([CH3:21])([CH3:23])[CH3:22])=[O:18])[CH:12]([CH2:32][C:31]2[CH:34]=[CH:35][C:28]([O:27][C:26]([F:25])([F:36])[F:37])=[CH:29][CH:30]=2)[C:11]1=[O:24])[C:2]1[CH:3]=[CH:4][CH:5]=[CH:6][CH:7]=1, predict the reactants needed to synthesize it. The reactants are: [CH2:1]([O:8][CH2:9][N:10]1[CH2:16][CH2:15][CH2:14][N:13]([C:17]([O:19][C:20]([CH3:23])([CH3:22])[CH3:21])=[O:18])[CH2:12][C:11]1=[O:24])[C:2]1[CH:7]=[CH:6][CH:5]=[CH:4][CH:3]=1.[F:25][C:26]([F:37])([F:36])[O:27][C:28]1[CH:35]=[CH:34][C:31]([CH2:32]Br)=[CH:30][CH:29]=1.